From a dataset of Forward reaction prediction with 1.9M reactions from USPTO patents (1976-2016). Predict the product of the given reaction. (1) Given the reactants Cl[CH2:2][C:3]([NH:5][C:6]1[CH:11]=[CH:10][CH:9]=[C:8]([O:12][CH3:13])[C:7]=1[OH:14])=[O:4].C(=O)([O-])[O-].[K+].[K+].O, predict the reaction product. The product is: [CH3:13][O:12][C:8]1[C:7]2[O:14][CH2:2][C:3](=[O:4])[NH:5][C:6]=2[CH:11]=[CH:10][CH:9]=1. (2) Given the reactants I[C:2]1[CH:3]=[CH:4][C:5]2[N:6]([CH:8]=[C:9]([C:11]([NH:13][C:14]3[CH:19]=[CH:18][CH:17]=[CH:16][CH:15]=3)=[O:12])[N:10]=2)[CH:7]=1.O1CCOCC1.[NH:26]1[CH:30]=[CH:29][C:28](B(O)O)=[N:27]1.C(=O)([O-])[O-].[Cs+].[Cs+], predict the reaction product. The product is: [C:14]1([NH:13][C:11]([C:9]2[N:10]=[C:5]3[CH:4]=[CH:3][C:2]([C:30]4[CH:29]=[CH:28][NH:27][N:26]=4)=[CH:7][N:6]3[CH:8]=2)=[O:12])[CH:19]=[CH:18][CH:17]=[CH:16][CH:15]=1. (3) Given the reactants [I:1][C:2]1[CH:7]=[CH:6][C:5]([N:8]=[C:9]2[NH:13][CH2:12][C:11]3([CH2:17][CH2:16][CH2:15][CH2:14]3)[S:10]2)=[C:4]([CH:18]([CH3:20])[CH3:19])[CH:3]=1.[CH:21]1(Br)[CH2:25][CH2:24][CH2:23][CH2:22]1, predict the reaction product. The product is: [CH:21]1([N:13]2[CH2:12][C:11]3([CH2:17][CH2:16][CH2:15][CH2:14]3)[S:10][C:9]2=[N:8][C:5]2[CH:6]=[CH:7][C:2]([I:1])=[CH:3][C:4]=2[CH:18]([CH3:20])[CH3:19])[CH2:25][CH2:24][CH2:23][CH2:22]1. (4) Given the reactants [F:1][CH:2]([F:19])[CH2:3][N:4]1[CH2:9][CH2:8][CH:7]([C:10]2[CH:18]=[CH:17][C:13]([C:14](O)=O)=[CH:12][CH:11]=2)[CH2:6][CH2:5]1.[Cl:20][C:21]1[N:26]=[CH:25][N:24]=[C:23]([NH2:27])[C:22]=1[NH2:28], predict the reaction product. The product is: [Cl:20][C:21]1[N:26]=[CH:25][N:24]=[C:23]2[C:22]=1[N:28]=[C:14]([C:13]1[CH:17]=[CH:18][C:10]([CH:7]3[CH2:8][CH2:9][N:4]([CH2:3][CH:2]([F:19])[F:1])[CH2:5][CH2:6]3)=[CH:11][CH:12]=1)[NH:27]2. (5) Given the reactants [NH:1]([C:30]([CH3:32])=[O:31])[C@H:2]([C:7]([NH:9][C@H:10]([C:15]([NH:17][C@H:18]([C:26]([O:28]C)=[O:27])[CH2:19][C:20]1[CH:25]=[CH:24][CH:23]=[CH:22][CH:21]=1)=[O:16])[CH2:11][CH:12]([CH3:14])[CH3:13])=[O:8])[CH2:3][CH:4]([CH3:6])[CH3:5].[OH-].[Na+], predict the reaction product. The product is: [NH:1]([C:30]([CH3:32])=[O:31])[C@H:2]([C:7]([NH:9][C@H:10]([C:15]([NH:17][C@H:18]([C:26]([OH:28])=[O:27])[CH2:19][C:20]1[CH:21]=[CH:22][CH:23]=[CH:24][CH:25]=1)=[O:16])[CH2:11][CH:12]([CH3:13])[CH3:14])=[O:8])[CH2:3][CH:4]([CH3:6])[CH3:5].